Dataset: Forward reaction prediction with 1.9M reactions from USPTO patents (1976-2016). Task: Predict the product of the given reaction. (1) Given the reactants O([C:9]([O:11][C:12]([CH3:15])([CH3:14])[CH3:13])=[O:10])[C:9]([O:11][C:12]([CH3:15])([CH3:14])[CH3:13])=[O:10].[NH2:16][C@H:17]1[CH2:23][CH2:22][C:21]2[CH:24]=[CH:25][CH:26]=[CH:27][C:20]=2[NH:19][C:18]1=[O:28], predict the reaction product. The product is: [O:28]=[C:18]1[C@@H:17]([NH:16][C:9](=[O:10])[O:11][C:12]([CH3:13])([CH3:14])[CH3:15])[CH2:23][CH2:22][C:21]2[CH:24]=[CH:25][CH:26]=[CH:27][C:20]=2[NH:19]1. (2) Given the reactants [NH2:1][CH2:2][C:3]([NH:5][C:6]1[S:7][CH:8]=[CH:9][C:10]=1[C:11]([C:13]1[CH:22]=[CH:21][C:16]([C:17]([O:19][CH3:20])=[O:18])=[CH:15][CH:14]=1)=O)=[O:4].C(O)(=O)C, predict the reaction product. The product is: [O:4]=[C:3]1[NH:5][C:6]2[S:7][CH:8]=[CH:9][C:10]=2[C:11]([C:13]2[CH:22]=[CH:21][C:16]([C:17]([O:19][CH3:20])=[O:18])=[CH:15][CH:14]=2)=[N:1][CH2:2]1. (3) Given the reactants [CH:1]([C:4]1[CH:5]=[C:6]2[C:10](=[CH:11][CH:12]=1)[NH:9][C:8]([C:13]1[CH:18]=[C:17]([C:19]3[CH:24]=[CH:23][N:22]=[CH:21][CH:20]=3)[N:16]=[N:15][C:14]=1[O:25]C)=[CH:7]2)([CH3:3])[CH3:2].[OH-].[Na+], predict the reaction product. The product is: [CH:1]([C:4]1[CH:5]=[C:6]2[C:10](=[CH:11][CH:12]=1)[NH:9][C:8]([C:13]1[C:14](=[O:25])[NH:15][N:16]=[C:17]([C:19]3[CH:20]=[CH:21][N:22]=[CH:23][CH:24]=3)[CH:18]=1)=[CH:7]2)([CH3:3])[CH3:2].